Dataset: Reaction yield outcomes from USPTO patents with 853,638 reactions. Task: Predict the reaction yield, written as a fraction of the theoretical maximum amount of product (1.0 means a 100% yield; for example, 0.34 means a 34% yield). (1) The product is [C:11]([O:10][C:9]([N:8]([C@H:16]1[CH2:24][CH2:23][CH2:22][C@H:21]([O:25][CH2:26][CH:27]([CH3:28])[CH3:29])[C@@H:20]([OH:30])[C@H:19]([CH3:31])[O:18][C:17]1=[O:32])[C:6](=[O:7])[O:5][C:1]([CH3:4])([CH3:3])[CH3:2])=[O:15])([CH3:12])([CH3:13])[CH3:14]. The catalyst is CCOC(C)=O.[Pd]. The reactants are [C:1]([O:5][C:6]([N:8]([C@H:16]1[CH2:24][CH2:23][CH2:22][C@H:21]([O:25][CH2:26][C:27]([CH3:29])=[CH2:28])[C@@H:20]([OH:30])[C@H:19]([CH3:31])[O:18][C:17]1=[O:32])[C:9](=[O:15])[O:10][C:11]([CH3:14])([CH3:13])[CH3:12])=[O:7])([CH3:4])([CH3:3])[CH3:2]. The yield is 0.950. (2) The reactants are C([O:3][C:4](=[O:33])[C:5]1[CH:10]=[CH:9][N:8]=[C:7]([N:11]2[C:15]([CH3:16])=[CH:14][CH:13]=[C:12]2[C:17]2[CH:22]=[C:21]([Cl:23])[CH:20]=[CH:19][C:18]=2[O:24][CH2:25][C:26]2[CH:31]=[CH:30][C:29]([F:32])=[CH:28][CH:27]=2)[CH:6]=1)C.C(O)C. The catalyst is C(OCC)(=O)C. The product is [Cl:23][C:21]1[CH:20]=[CH:19][C:18]([O:24][CH2:25][C:26]2[CH:27]=[CH:28][C:29]([F:32])=[CH:30][CH:31]=2)=[C:17]([C:12]2[N:11]([C:7]3[CH:6]=[C:5]([CH:10]=[CH:9][N:8]=3)[C:4]([OH:33])=[O:3])[C:15]([CH3:16])=[CH:14][CH:13]=2)[CH:22]=1. The yield is 0.880. (3) The reactants are Br[CH2:2][CH2:3][O:4][CH2:5][CH2:6][O:7][CH2:8][CH2:9][O:10][CH2:11][CH2:12][O:13][C:14]1[CH:19]=[CH:18][C:17]([CH2:20][C@@H:21]([CH3:35])[C@@H:22]([CH3:34])[CH2:23][C:24]2[CH:29]=[CH:28][C:27]([O:30][CH3:31])=[C:26]([O:32][CH3:33])[CH:25]=2)=[CH:16][C:15]=1[O:36][CH3:37].C(=O)([O-])[O-].[K+].[K+].[N+:44]([C:47]1[NH:48][CH:49]=[CH:50][N:51]=1)([O-:46])=[O:45]. No catalyst specified. The product is [CH3:33][O:32][C:26]1[CH:25]=[C:24]([CH2:23][C@H:22]([CH3:34])[C@H:21]([CH3:35])[CH2:20][C:17]2[CH:18]=[CH:19][C:14]([O:13][CH2:12][CH2:11][O:10][CH2:9][CH2:8][O:7][CH2:6][CH2:5][O:4][CH2:3][CH2:2][N:48]3[CH:49]=[CH:50][N:51]=[C:47]3[N+:44]([O-:46])=[O:45])=[C:15]([O:36][CH3:37])[CH:16]=2)[CH:29]=[CH:28][C:27]=1[O:30][CH3:31]. The yield is 0.830. (4) The reactants are [H-].[Al+3].[Li+].[H-].[H-].[H-].[CH2:7]([N:9]1[CH:13]=[C:12]([CH2:14][CH3:15])[C:11]([C:16](OC)=[O:17])=[N:10]1)[CH3:8]. The catalyst is C1COCC1. The product is [CH2:7]([N:9]1[CH:13]=[C:12]([CH2:14][CH3:15])[C:11]([CH2:16][OH:17])=[N:10]1)[CH3:8]. The yield is 0.650.